This data is from Full USPTO retrosynthesis dataset with 1.9M reactions from patents (1976-2016). The task is: Predict the reactants needed to synthesize the given product. (1) Given the product [Cl:1][C:2]1[N:3]=[C:4]([C:9]([NH:11][C:12]2[CH:17]=[CH:16][C:15]([C:18]3[O:19][C:20]([CH2:28][CH3:29])=[C:21]([C:23]([OH:25])=[O:24])[N:22]=3)=[CH:14][CH:13]=2)=[O:10])[NH:5][C:6]=1[CH2:7][CH3:8], predict the reactants needed to synthesize it. The reactants are: [Cl:1][C:2]1[N:3]=[C:4]([C:9]([NH:11][C:12]2[CH:17]=[CH:16][C:15]([C:18]3[O:19][C:20]([CH2:28][CH3:29])=[C:21]([C:23]([O:25]CC)=[O:24])[N:22]=3)=[CH:14][CH:13]=2)=[O:10])[NH:5][C:6]=1[CH2:7][CH3:8].[OH-].[Li+].CO. (2) Given the product [CH3:1][C:2]1[S:3][C:4]2[CH:10]=[CH:9][C:8]([O:11][CH2:12][C@H:13]([OH:16])[CH2:14][N:17]3[CH2:22][CH2:21][NH:20][CH2:19][CH2:18]3)=[CH:7][C:5]=2[N:6]=1, predict the reactants needed to synthesize it. The reactants are: [CH3:1][C:2]1[S:3][C:4]2[CH:10]=[CH:9][C:8]([O:11][CH2:12][C@H:13]([OH:16])[CH2:14]C)=[CH:7][C:5]=2[N:6]=1.[N:17]1(C(OC(C)(C)C)=O)[CH2:22][CH2:21][NH:20][CH2:19][CH2:18]1.FC(F)(F)C(O)=O.C(Cl)Cl. (3) Given the product [Cl:13][C:11]1[C:10]([C:14]([F:17])([F:16])[F:15])=[CH:9][N:8]=[C:7]([NH:18][C:19]2[CH:33]=[CH:32][C:22]([CH2:23][P:24](=[O:31])([O:28][CH2:29][CH3:30])[O:25][CH2:26][CH3:27])=[CH:21][C:20]=2[O:34][CH3:35])[N:12]=1, predict the reactants needed to synthesize it. The reactants are: CCOCC.Cl[C:7]1[N:12]=[C:11]([Cl:13])[C:10]([C:14]([F:17])([F:16])[F:15])=[CH:9][N:8]=1.[NH2:18][C:19]1[CH:33]=[CH:32][C:22]([CH2:23][P:24](=[O:31])([O:28][CH2:29][CH3:30])[O:25][CH2:26][CH3:27])=[CH:21][C:20]=1[O:34][CH3:35].C(N(CC)CC)C. (4) The reactants are: [NH2:1][C:2]1[CH:3]=[CH:4][C:5]([CH2:8][OH:9])=[N:6][CH:7]=1.N1C=CC=CC=1.Cl[C:17]([O:19][C:20]1[CH:25]=[CH:24][CH:23]=[CH:22][CH:21]=1)=[O:18]. Given the product [OH:9][CH2:8][C:5]1[N:6]=[CH:7][C:2]([NH:1][C:17](=[O:18])[O:19][C:20]2[CH:25]=[CH:24][CH:23]=[CH:22][CH:21]=2)=[CH:3][CH:4]=1, predict the reactants needed to synthesize it. (5) Given the product [F:42][C@H:37]1[C@@H:36]([O:35][C:30]2[CH:29]=[CH:28][C:27]([C:23]3[N:22]=[C:21]([NH:20][C:4]4[CH:5]=[CH:6][C:7]([N:8]5[CH2:9][CH2:10][N:11]([CH:14]6[CH2:19][CH2:18][O:17][CH2:16][CH2:15]6)[CH2:12][CH2:13]5)=[C:2]([F:1])[CH:3]=4)[N:26]=[CH:25][N:24]=3)=[CH:34][C:31]=2[C:32]#[N:33])[CH2:41][CH2:40][N:39]([C:77](=[O:78])[CH2:76][OH:79])[CH2:38]1, predict the reactants needed to synthesize it. The reactants are: [F:1][C:2]1[CH:3]=[C:4]([NH:20][C:21]2[N:26]=[CH:25][N:24]=[C:23]([C:27]3[CH:28]=[CH:29][C:30]([O:35][C@H:36]4[CH2:41][CH2:40][NH:39][CH2:38][C@H:37]4[F:42])=[C:31]([CH:34]=3)[C:32]#[N:33])[N:22]=2)[CH:5]=[CH:6][C:7]=1[N:8]1[CH2:13][CH2:12][N:11]([CH:14]2[CH2:19][CH2:18][O:17][CH2:16][CH2:15]2)[CH2:10][CH2:9]1.C(N(CC)C(C)C)(C)C.CN(C(ON1N=NC2C=CC=NC1=2)=[N+](C)C)C.F[P-](F)(F)(F)(F)F.[C:76](O)(=[O:79])[CH2:77][OH:78]. (6) Given the product [C:1]([C:5]1[CH:10]=[CH:9][C:8]([N:11]2[C:15](=[O:16])[C:14]([CH3:18])([CH3:17])[N:13]([CH2:19][C:20]3[CH:25]=[CH:24][N:23]=[C:22]([NH:38][C:37]4[CH:36]=[CH:35][C:34]([CH2:33][N:28]5[CH2:32][CH2:31][CH2:30][CH2:29]5)=[CH:40][CH:39]=4)[CH:21]=3)[C:12]2=[O:27])=[CH:7][CH:6]=1)([CH3:4])([CH3:3])[CH3:2], predict the reactants needed to synthesize it. The reactants are: [C:1]([C:5]1[CH:10]=[CH:9][C:8]([N:11]2[C:15](=[O:16])[C:14]([CH3:18])([CH3:17])[N:13]([CH2:19][C:20]3[CH:25]=[CH:24][N:23]=[C:22](Cl)[CH:21]=3)[C:12]2=[O:27])=[CH:7][CH:6]=1)([CH3:4])([CH3:3])[CH3:2].[N:28]1([CH2:33][C:34]2[CH:40]=[CH:39][C:37]([NH2:38])=[CH:36][CH:35]=2)[CH2:32][CH2:31][CH2:30][CH2:29]1.C(=O)([O-])[O-].[Cs+].[Cs+].CC1(C)C2C=CC(P(C3C=CC=CC=3)C3C=CC=CC=3)=CC=2OC2C1=CC=C(P(C1C=CC=CC=1)C1C=CC=CC=1)C=2. (7) Given the product [CH2:1]([N:4]([CH2:6][CH2:7][CH2:8][CH2:9][O:10][C:11]1[CH:12]=[C:13]2[C:17](=[CH:18][CH:19]=1)[N:16]([C:23]1[CH:28]=[CH:27][C:26]([Br:29])=[CH:25][CH:24]=1)[C:15]([CH3:20])=[C:14]2[CH3:21])[CH3:5])[CH:2]=[CH2:3], predict the reactants needed to synthesize it. The reactants are: [CH2:1]([N:4]([CH2:6][CH2:7][CH2:8][CH2:9][O:10][C:11]1[CH:12]=[C:13]2[C:17](=[CH:18][CH:19]=1)[NH:16][C:15]([CH3:20])=[C:14]2[CH3:21])[CH3:5])[CH:2]=[CH2:3].F[C:23]1[CH:28]=[CH:27][C:26]([Br:29])=[CH:25][CH:24]=1.